Task: Predict the product of the given reaction.. Dataset: Forward reaction prediction with 1.9M reactions from USPTO patents (1976-2016) (1) Given the reactants [CH3:1][C:2]1[C:3]([N:9]2[CH2:14][CH2:13][N:12]([C:15]([C:17]3[CH:18]=[CH:19][C:20]([N:23]4[C@H:27]([CH2:28][OH:29])[CH2:26][O:25][C:24]4=[O:30])=[N:21][CH:22]=3)=[O:16])[CH2:11][CH2:10]2)=[N:4][CH:5]=[C:6]([CH3:8])[CH:7]=1.[CH3:31]I, predict the reaction product. The product is: [CH3:1][C:2]1[C:3]([N:9]2[CH2:10][CH2:11][N:12]([C:15]([C:17]3[CH:18]=[CH:19][C:20]([N:23]4[C@H:27]([CH2:28][O:29][CH3:31])[CH2:26][O:25][C:24]4=[O:30])=[N:21][CH:22]=3)=[O:16])[CH2:13][CH2:14]2)=[N:4][CH:5]=[C:6]([CH3:8])[CH:7]=1. (2) Given the reactants [C:1]([NH:4][C:5]1[S:6][C:7]([C:11]2[CH:12]=[C:13]([S:17](Cl)(=[O:19])=[O:18])[S:14][C:15]=2[Br:16])=[C:8]([CH3:10])[N:9]=1)(=[O:3])[CH3:2].C(N(CC)CC)C.[C:28]([O:32][C:33](=[O:42])[N:34]([CH3:41])[CH:35]1[CH2:40][CH2:39][NH:38][CH2:37][CH2:36]1)([CH3:31])([CH3:30])[CH3:29], predict the reaction product. The product is: [C:28]([O:32][C:33](=[O:42])[N:34]([CH:35]1[CH2:36][CH2:37][N:38]([S:17]([C:13]2[S:14][C:15]([Br:16])=[C:11]([C:7]3[S:6][C:5]([NH:4][C:1](=[O:3])[CH3:2])=[N:9][C:8]=3[CH3:10])[CH:12]=2)(=[O:19])=[O:18])[CH2:39][CH2:40]1)[CH3:41])([CH3:31])([CH3:29])[CH3:30]. (3) Given the reactants [Cl:1][C:2]1[CH:7]=[CH:6][C:5]([NH:8][C:9]([CH:11]2[CH2:16][C:15]([F:18])([F:17])[CH2:14][NH:13][CH2:12]2)=[O:10])=[CH:4][CH:3]=1.[O:19]1[CH:23]=[CH:22][CH:21]=[C:20]1[C:24]1[CH:25]=[N:26][CH:27]=[C:28]([CH:32]=1)[C:29](O)=[O:30].C(N(CC)C(C)C)(C)C.Cl.C(N=C=NCCCN(C)C)C, predict the reaction product. The product is: [Cl:1][C:2]1[CH:3]=[CH:4][C:5]([NH:8][C:9]([CH:11]2[CH2:16][C:15]([F:18])([F:17])[CH2:14][N:13]([C:29]([C:28]3[CH:27]=[N:26][CH:25]=[C:24]([C:20]4[O:19][CH:23]=[CH:22][CH:21]=4)[CH:32]=3)=[O:30])[CH2:12]2)=[O:10])=[CH:6][CH:7]=1.